Dataset: Full USPTO retrosynthesis dataset with 1.9M reactions from patents (1976-2016). Task: Predict the reactants needed to synthesize the given product. Given the product [OH:8][C:5]1[C:6](=[O:7])[CH:1]=[C:2]([CH2:9][O:10][CH:16]2[CH2:15][CH2:14][CH2:13][CH2:12][O:11]2)[O:3][CH:4]=1, predict the reactants needed to synthesize it. The reactants are: [CH:1]1[C:6](=[O:7])[C:5]([OH:8])=[CH:4][O:3][C:2]=1[CH2:9][OH:10].[OH2:11].[C:12]1(C)C=[CH:16][C:15](S(O)(=O)=O)=[CH:14][CH:13]=1.[OH-].[Na+].